Predict the reactants needed to synthesize the given product. From a dataset of Full USPTO retrosynthesis dataset with 1.9M reactions from patents (1976-2016). (1) The reactants are: [O:1]1[CH2:6][CH2:5][N:4]([C:7]2[CH:12]=[CH:11][C:10]([C:13]3[N:22]=[C:21]([O:23][CH2:24][C@H:25]4[O:30][CH2:29][CH2:28][NH:27][CH2:26]4)[C:20]4[C:15](=[N:16][CH:17]=[CH:18][N:19]=4)[CH:14]=3)=[CH:9][CH:8]=2)[CH2:3][CH2:2]1.CCN(CC)CC.[Cl:38][CH2:39][CH2:40][C:41](Cl)=[O:42]. Given the product [Cl:38][CH2:39][CH2:40][C:41]([N:27]1[CH2:28][CH2:29][O:30][C@H:25]([CH2:24][O:23][C:21]2[C:20]3[C:15](=[N:16][CH:17]=[CH:18][N:19]=3)[CH:14]=[C:13]([C:10]3[CH:11]=[CH:12][C:7]([N:4]4[CH2:3][CH2:2][O:1][CH2:6][CH2:5]4)=[CH:8][CH:9]=3)[N:22]=2)[CH2:26]1)=[O:42], predict the reactants needed to synthesize it. (2) Given the product [NH2:24][C:21]1[CH:22]=[CH:23][C:18]([N:12]2[C:13]([CH2:14][N:15]([CH3:16])[CH3:17])=[C:9]3[C:10]([N:5]([CH2:4][C:3]4[C:2]([F:1])=[CH:41][CH:40]=[CH:39][C:38]=4[F:42])[C:6](=[O:37])[N:7]([C:28]4[CH:33]=[CH:32][CH:31]=[C:30]([O:34][CH3:35])[C:29]=4[F:36])[C:8]3=[O:27])=[N:11]2)=[CH:19][CH:20]=1, predict the reactants needed to synthesize it. The reactants are: [F:1][C:2]1[CH:41]=[CH:40][CH:39]=[C:38]([F:42])[C:3]=1[CH2:4][N:5]1[C:10]2=[N:11][N:12]([C:18]3[CH:23]=[CH:22][C:21]([N+:24]([O-])=O)=[CH:20][CH:19]=3)[C:13]([CH2:14][N:15]([CH3:17])[CH3:16])=[C:9]2[C:8](=[O:27])[N:7]([C:28]2[CH:33]=[CH:32][CH:31]=[C:30]([O:34][CH3:35])[C:29]=2[F:36])[C:6]1=[O:37].Cl. (3) Given the product [CH3:1][N:2]([CH3:14])[C:3]1[CH:11]=[C:10]([CH3:12])[C:6]([C:7]([NH2:17])=[O:8])=[C:5]([F:13])[CH:4]=1, predict the reactants needed to synthesize it. The reactants are: [CH3:1][N:2]([CH3:14])[C:3]1[CH:11]=[C:10]([CH3:12])[C:6]([C:7](O)=[O:8])=[C:5]([F:13])[CH:4]=1.C(N1C=CN=C1)([N:17]1C=CN=C1)=O. (4) The reactants are: C(OC([N:8]1[CH2:13][CH2:12][CH:11]([NH:14][C:15]([C:17]2[C:21]([NH:22][C:23](=[O:32])[C:24]3[C:29]([Cl:30])=[CH:28][CH:27]=[CH:26][C:25]=3[Cl:31])=[CH:20][NH:19][N:18]=2)=[O:16])[CH2:10][CH2:9]1)=O)(C)(C)C.Cl.CCOC(C)=O. Given the product [NH:8]1[CH2:13][CH2:12][CH:11]([NH:14][C:15]([C:17]2[C:21]([NH:22][C:23](=[O:32])[C:24]3[C:29]([Cl:30])=[CH:28][CH:27]=[CH:26][C:25]=3[Cl:31])=[CH:20][NH:19][N:18]=2)=[O:16])[CH2:10][CH2:9]1, predict the reactants needed to synthesize it. (5) Given the product [OH:42][C:39]1[CH:40]=[CH:41][C:36]([CH2:35][CH2:34][NH:33][C:28]2[N:27]=[C:26]([C:22]3[CH:21]=[C:20]([CH:25]=[CH:24][CH:23]=3)[CH2:19][N:14]([CH:11]3[CH2:12][CH2:13][NH:8][CH2:9][CH2:10]3)[S:15]([CH3:18])(=[O:16])=[O:17])[CH:31]=[CH:30][N:29]=2)=[CH:37][C:38]=1[O:43][CH3:44], predict the reactants needed to synthesize it. The reactants are: C(OC([N:8]1[CH2:13][CH2:12][CH:11]([N:14]([CH2:19][C:20]2[CH:25]=[CH:24][CH:23]=[C:22]([C:26]3[CH:31]=[CH:30][N:29]=[C:28](Cl)[N:27]=3)[CH:21]=2)[S:15]([CH3:18])(=[O:17])=[O:16])[CH2:10][CH2:9]1)=O)(C)(C)C.[NH2:33][CH2:34][CH2:35][C:36]1[CH:41]=[CH:40][C:39]([OH:42])=[C:38]([O:43][CH3:44])[CH:37]=1. (6) Given the product [CH3:1][C:2]1[CH:3]=[C:4]([CH:5]=[CH:6][C:7]=1[CH2:8][CH2:9][CH2:10][CH2:11][N:12]1[CH:16]=[CH:15][N:14]=[N:13]1)[O:17][CH2:21][C:22]1[CH:23]=[N:24][CH:25]=[C:26]([C:28]2[CH:29]=[CH:30][C:31]([O:34][C:35]([F:38])([F:36])[F:37])=[CH:32][CH:33]=2)[CH:27]=1, predict the reactants needed to synthesize it. The reactants are: [CH3:1][C:2]1[CH:3]=[C:4]([OH:17])[CH:5]=[CH:6][C:7]=1[CH2:8][CH2:9][CH2:10][CH2:11][N:12]1[CH:16]=[CH:15][N:14]=[N:13]1.[H-].[Na+].Cl[CH2:21][C:22]1[CH:23]=[N:24][CH:25]=[C:26]([C:28]2[CH:33]=[CH:32][C:31]([O:34][C:35]([F:38])([F:37])[F:36])=[CH:30][CH:29]=2)[CH:27]=1.O. (7) Given the product [NH2:16][C:17]1[CH:22]=[CH:21][CH:20]=[CH:19][C:18]=1[S:23][C:7]1[CH:15]=[CH:14][CH:13]=[CH:12][C:8]=1[C:9]#[N:10], predict the reactants needed to synthesize it. The reactants are: C1C2[C:7]3[CH:15]=[CH:14][CH:13]=[CH:12][C:8]=3[CH:9]=[N:10]SC=2C=CC=1.[NH2:16][C:17]1[CH:22]=[CH:21][CH:20]=[CH:19][C:18]=1[SH:23].FC1C=CC=CC=1C#N. (8) Given the product [Cl:22][C:21]1([Cl:24])[CH2:1][C:2]([CH3:9])([CH3:3])[CH2:7][NH:6][C:5]1=[O:8], predict the reactants needed to synthesize it. The reactants are: [CH3:1][C:2]1([CH3:9])[CH2:7][NH:6][C:5](=[O:8])C[CH2:3]1.P(Cl)(Cl)(Cl)(Cl)Cl.S(Cl)(Cl)(=O)=O.[CH:21]([Cl:24])(Cl)[Cl:22]. (9) Given the product [Br:1][C:2]1[CH:3]=[CH:4][C:5]([OH:12])=[C:6]([NH:8][C:9]([NH2:11])=[O:10])[CH:7]=1, predict the reactants needed to synthesize it. The reactants are: [Br:1][C:2]1[CH:3]=[CH:4][C:5]([O:12]C)=[C:6]([NH:8][C:9]([NH2:11])=[O:10])[CH:7]=1.B(Br)(Br)Br.C(OCC)C.